Task: Regression. Given a peptide amino acid sequence and an MHC pseudo amino acid sequence, predict their binding affinity value. This is MHC class II binding data.. Dataset: Peptide-MHC class II binding affinity with 134,281 pairs from IEDB (1) The peptide sequence is AEDVIPEGWKADTSY. The MHC is DRB3_0101 with pseudo-sequence DRB3_0101. The binding affinity (normalized) is 0.365. (2) The peptide sequence is GNIVSSVNMISRMLI. The MHC is DRB1_0301 with pseudo-sequence DRB1_0301. The binding affinity (normalized) is 0.675. (3) The peptide sequence is GEKQIVDKIDAAFKI. The MHC is DRB1_1101 with pseudo-sequence DRB1_1101. The binding affinity (normalized) is 0.378. (4) The peptide sequence is MWALGENMAPEKVDF. The MHC is DRB1_0701 with pseudo-sequence DRB1_0701. The binding affinity (normalized) is 0.239. (5) The peptide sequence is ELGIAGFKGEQGPK. The MHC is H-2-IAq with pseudo-sequence H-2-IAq. The binding affinity (normalized) is 0.233. (6) The peptide sequence is ALTLKGTSYKICTDK. The MHC is DRB1_0701 with pseudo-sequence DRB1_0701. The binding affinity (normalized) is 0.394. (7) The peptide sequence is ANEPTAAAIAYGLDR. The MHC is HLA-DQA10501-DQB10301 with pseudo-sequence HLA-DQA10501-DQB10301. The binding affinity (normalized) is 0.640. (8) The peptide sequence is LENDNQLLYNYPGAL. The MHC is DRB1_1501 with pseudo-sequence DRB1_1501. The binding affinity (normalized) is 0.648. (9) The peptide sequence is FGHDGTVWAQSADFP. The MHC is HLA-DQA10401-DQB10402 with pseudo-sequence HLA-DQA10401-DQB10402. The binding affinity (normalized) is 0.491.